Dataset: Catalyst prediction with 721,799 reactions and 888 catalyst types from USPTO. Task: Predict which catalyst facilitates the given reaction. (1) Product: [CH2:9]=[CH:8][CH2:10][CH2:11][CH2:12][CH2:13][CH:14]=[CH2:15].[CH:8]([C:10]1[CH:15]=[CH:14][CH:13]=[CH:12][C:11]=1[CH:16]=[CH2:17])=[CH2:9].[CH3:18][CH:7]=[C:2]([F:1])[C:3]([OH:5])=[O:4]. The catalyst class is: 6. Reactant: [F:1][C:2](=[CH2:7])[C:3]([O:5]C)=[O:4].[CH:8]([C:10]1[CH:15]=[CH:14][CH:13]=[CH:12][C:11]=1[CH:16]=[CH2:17])=[CH2:9].[CH2:18]=CCCCCC=C.O.O.O.O.O.O.O.OP([O-])([O-])=O.[Na+].[Na+].O.OP([O-])(O)=O.[Na+].[Na+].[Cl-].N([O-])=O.[Na+]. (2) Reactant: C(O[BH-](OC(=O)C)OC(=O)C)(=O)C.[Na+].Cl.[CH3:16][S:17]([N:20]1[CH2:25][CH2:24][NH:23][CH2:22][CH2:21]1)(=[O:19])=[O:18].N1C=CC=CC=1.[NH:32]1[C:40]2[CH:39]=[CH:38][CH:37]=[C:36]([CH:41]=O)[C:35]=2[CH:34]=[CH:33]1. Product: [CH3:16][S:17]([N:20]1[CH2:25][CH2:24][N:23]([CH2:41][C:36]2[CH:37]=[CH:38][CH:39]=[C:40]3[C:35]=2[CH2:34][CH2:33][NH:32]3)[CH2:22][CH2:21]1)(=[O:19])=[O:18]. The catalyst class is: 7.